From a dataset of Full USPTO retrosynthesis dataset with 1.9M reactions from patents (1976-2016). Predict the reactants needed to synthesize the given product. (1) Given the product [CH2:17]([O:12][C:11]([C:2]1([NH:1][C:36]([C:35]2[C:29]3[O:28][C:27]([F:39])([F:26])[O:31][C:30]=3[CH:32]=[CH:33][CH:34]=2)=[O:37])[CH2:3][C:4]2[C:9](=[CH:8][CH:7]=[CH:6][CH:5]=2)[CH2:10]1)=[O:13])[CH3:18], predict the reactants needed to synthesize it. The reactants are: [NH2:1][C:2]1([C:11]([OH:13])=[O:12])[CH2:10][C:9]2[C:4](=[CH:5][CH:6]=[CH:7][CH:8]=2)[CH2:3]1.C(Cl)Cl.[CH3:17][CH2:18]N(C(C)C)C(C)C.[F:26][C:27]1([F:39])[O:31][C:30]2[CH:32]=[CH:33][CH:34]=[C:35]([C:36](Cl)=[O:37])[C:29]=2[O:28]1. (2) Given the product [CH2:2]([NH:3][C:4]1[CH:5]=[CH:13][C:26]([O:25][CH3:24])=[CH:27][CH:18]=1)[CH:7]([CH3:6])[CH3:8], predict the reactants needed to synthesize it. The reactants are: C[C:2]1[NH:3][C:4]([CH3:18])=[C:5]([C:13](OCC)=O)[CH2:6][C:7]=1[C:8](OCC)=O.C(=O)C(C)C.[CH3:24][O:25][C:26]1C=CC(N)=C[CH:27]=1. (3) Given the product [Cl:1][C:2]1[N:7]=[C:6]([O:8][C:9]2[CH:10]=[C:11]3[C:15](=[CH:16][CH:17]=2)[N:14]([CH3:20])[CH:13]=[CH:12]3)[CH:5]=[CH:4][N:3]=1, predict the reactants needed to synthesize it. The reactants are: [Cl:1][C:2]1[N:7]=[C:6]([O:8][C:9]2[CH:10]=[C:11]3[C:15](=[CH:16][CH:17]=2)[NH:14][CH:13]=[CH:12]3)[CH:5]=[CH:4][N:3]=1.[H-].[Na+].[CH3:20]N(C=O)C. (4) Given the product [C:1]1([C:7]2[N:12]=[C:11]([O:13][CH:14]3[CH2:31][CH:30]4[CH:16]([C:17](=[O:37])[N:18]([CH3:36])[CH2:19][CH2:20][CH2:21][CH2:22][CH:23]=[CH:24][CH:25]5[C:27]([C:33]([NH:50][S:47]([CH:44]6[CH2:46][CH2:45]6)(=[O:49])=[O:48])=[O:34])([NH:28][C:29]4=[O:32])[CH2:26]5)[CH2:15]3)[CH:10]=[C:9]([C:38]3[CH:43]=[CH:42][CH:41]=[CH:40][CH:39]=3)[N:8]=2)[CH:6]=[CH:5][CH:4]=[CH:3][CH:2]=1, predict the reactants needed to synthesize it. The reactants are: [C:1]1([C:7]2[N:12]=[C:11]([O:13][CH:14]3[CH2:31][CH:30]4[CH:16]([C:17](=[O:37])[N:18]([CH3:36])[CH2:19][CH2:20][CH2:21][CH2:22][CH:23]=[CH:24][CH:25]5[C:27]([C:33](O)=[O:34])([NH:28][C:29]4=[O:32])[CH2:26]5)[CH2:15]3)[CH:10]=[C:9]([C:38]3[CH:43]=[CH:42][CH:41]=[CH:40][CH:39]=3)[N:8]=2)[CH:6]=[CH:5][CH:4]=[CH:3][CH:2]=1.[CH:44]1([S:47]([NH2:50])(=[O:49])=[O:48])[CH2:46][CH2:45]1.CCN=C=NCCCN(C)C.C1CCN2C(=NCCC2)CC1. (5) Given the product [CH3:1][C:2]1[C:6]([C:7]2[C:8]([O:21][CH3:22])=[CH:9][C:10]3[C:11]4[N:19]([CH2:31][C:32]5[C:37]([CH3:38])=[CH:36][CH:35]=[CH:34][C:33]=5[F:39])[C:18](=[O:20])[O:17][C:12]=4[CH:13]=[N:14][C:15]=3[CH:16]=2)=[C:5]([CH3:23])[O:4][N:3]=1, predict the reactants needed to synthesize it. The reactants are: [CH3:1][C:2]1[C:6]([C:7]2[C:8]([O:21][CH3:22])=[CH:9][C:10]3[C:11]4[NH:19][C:18](=[O:20])[O:17][C:12]=4[CH:13]=[N:14][C:15]=3[CH:16]=2)=[C:5]([CH3:23])[O:4][N:3]=1.C([O-])([O-])=O.[Cs+].[Cs+].Br[CH2:31][C:32]1[C:37]([CH3:38])=[CH:36][CH:35]=[CH:34][C:33]=1[F:39]. (6) Given the product [Cl:1][C:2]1[CH:3]=[CH:4][C:5]([C@@:8]([NH:30][C:31]([CH:32]2[C:33]([C:38]([F:39])([F:41])[F:40])([C:34]([F:35])([F:36])[F:37])[O:55]2)=[O:42])([C:16]2[CH:21]=[C:20]([O:22][C:23]([F:27])([F:28])[CH:24]([F:26])[F:25])[CH:19]=[C:18]([F:29])[CH:17]=2)[CH2:9][C:10]2[CH:11]=[CH:12][CH:13]=[CH:14][CH:15]=2)=[N:6][CH:7]=1, predict the reactants needed to synthesize it. The reactants are: [Cl:1][C:2]1[CH:3]=[CH:4][C:5]([C@@:8]([NH:30][C:31](=[O:42])[CH:32]=[C:33]([C:38]([F:41])([F:40])[F:39])[C:34]([F:37])([F:36])[F:35])([C:16]2[CH:21]=[C:20]([O:22][C:23]([F:28])([F:27])[CH:24]([F:26])[F:25])[CH:19]=[C:18]([F:29])[CH:17]=2)[CH2:9][C:10]2[CH:15]=[CH:14][CH:13]=[CH:12][CH:11]=2)=[N:6][CH:7]=1.C1(C2C=C[N+]([O-:55])=CC=2)C=CC=CC=1.[O-]Cl.[Na+].